From a dataset of Forward reaction prediction with 1.9M reactions from USPTO patents (1976-2016). Predict the product of the given reaction. (1) Given the reactants [CH3:1][O:2][C:3](=[O:29])[C@H:4]([OH:28])[CH:5]([NH:20]C(OC(C)(C)C)=O)[CH2:6][C:7]1[CH:12]=[CH:11][C:10]([C:13]2[CH:18]=[CH:17][CH:16]=[C:15]([Cl:19])[CH:14]=2)=[CH:9][CH:8]=1.Cl, predict the reaction product. The product is: [ClH:19].[CH3:1][O:2][C:3](=[O:29])[C@H:4]([OH:28])[CH:5]([NH2:20])[CH2:6][C:7]1[CH:8]=[CH:9][C:10]([C:13]2[CH:18]=[CH:17][CH:16]=[C:15]([Cl:19])[CH:14]=2)=[CH:11][CH:12]=1. (2) Given the reactants [CH2:1]([O:3][P:4]([C:9]1[CH:17]=[C:16]2[C:12]([C:13]([C:22]([O:24][CH2:25][CH3:26])=[O:23])=[N:14][N:15]2[CH2:18][C:19]([OH:21])=O)=[CH:11][CH:10]=1)([O:6][CH2:7][CH3:8])=[O:5])[CH3:2].Cl.[Cl:28][C:29]1[C:30]([F:45])=[C:31]([CH:42]=[CH:43][CH:44]=1)[CH2:32][NH:33][C:34]([C@@H:36]1[CH2:40][C@@H:39]([F:41])[CH2:38][NH:37]1)=[O:35].CN(C(ON1N=NC2C=CC=NC1=2)=[N+](C)C)C.F[P-](F)(F)(F)(F)F.CCN(C(C)C)C(C)C, predict the reaction product. The product is: [Cl:28][C:29]1[C:30]([F:45])=[C:31]([CH:42]=[CH:43][CH:44]=1)[CH2:32][NH:33][C:34]([C@@H:36]1[CH2:40][C@@H:39]([F:41])[CH2:38][N:37]1[C:19](=[O:21])[CH2:18][N:15]1[C:16]2[C:12](=[CH:11][CH:10]=[C:9]([P:4]([O:6][CH2:7][CH3:8])([O:3][CH2:1][CH3:2])=[O:5])[CH:17]=2)[C:13]([C:22]([O:24][CH2:25][CH3:26])=[O:23])=[N:14]1)=[O:35]. (3) Given the reactants [OH:1][C:2]1[C:3]([Br:8])=[N:4][CH:5]=[CH:6][CH:7]=1.[CH2:9](O)[C:10]([F:13])([F:12])[F:11].C1C=CC(P(C2C=CC=CC=2)C2C=CC=CC=2)=CC=1.CC(OC(/N=N/C(OC(C)C)=O)=O)C, predict the reaction product. The product is: [Br:8][C:3]1[C:2]([O:1][CH2:9][C:10]([F:13])([F:12])[F:11])=[CH:7][CH:6]=[CH:5][N:4]=1. (4) Given the reactants [OH:1][C:2]1[CH:3]=[N:4][C:5]([CH3:8])=[CH:6][CH:7]=1.[CH2:9](Cl)[C:10]1[CH:15]=[CH:14][CH:13]=[CH:12][CH:11]=1.O, predict the reaction product. The product is: [CH2:9]([O:1][C:2]1[CH:7]=[CH:6][C:5]([CH3:8])=[N:4][CH:3]=1)[C:10]1[CH:15]=[CH:14][CH:13]=[CH:12][CH:11]=1. (5) Given the reactants [CH2:1]([O:5][CH2:6][CH2:7][O:8][C:9]1[CH:14]=[CH:13][C:12]([C:15]2[CH:16]=[CH:17][C:18]3[N:24]([CH2:25][CH:26]([CH3:28])[CH3:27])[CH2:23][CH2:22][C:21]([C:29](O)=[O:30])=[CH:20][C:19]=3[CH:32]=2)=[CH:11][CH:10]=1)[CH2:2][CH2:3][CH3:4].CN(C=O)C.S(Cl)(Cl)=O.[CH2:42]([N:44]1[CH:48]=[CH:47][N:46]=[C:45]1[CH2:49][S:50][C:51]1[CH:57]=[CH:56][C:54]([NH2:55])=[CH:53][CH:52]=1)[CH3:43], predict the reaction product. The product is: [CH2:1]([O:5][CH2:6][CH2:7][O:8][C:9]1[CH:10]=[CH:11][C:12]([C:15]2[CH:16]=[CH:17][C:18]3[N:24]([CH2:25][CH:26]([CH3:27])[CH3:28])[CH2:23][CH2:22][C:21]([C:29]([NH:55][C:54]4[CH:53]=[CH:52][C:51]([S:50][CH2:49][C:45]5[N:44]([CH2:42][CH3:43])[CH:48]=[CH:47][N:46]=5)=[CH:57][CH:56]=4)=[O:30])=[CH:20][C:19]=3[CH:32]=2)=[CH:13][CH:14]=1)[CH2:2][CH2:3][CH3:4].